Dataset: Forward reaction prediction with 1.9M reactions from USPTO patents (1976-2016). Task: Predict the product of the given reaction. (1) The product is: [O:14]=[C:2]1[C:3]2([CH2:13][CH2:12][CH2:11][CH2:10]2)[C:4]2[C:9](=[CH:8][CH:7]=[CH:6][CH:5]=2)[N:1]1[C:44]([NH:43][CH2:42][CH:39]1[CH2:38][CH2:37][N:36]([CH2:35][C:29]2([C:27]([OH:26])=[O:28])[CH2:30][CH2:31][O:32][CH2:33][CH2:34]2)[CH2:41][CH2:40]1)=[O:45]. Given the reactants [NH:1]1[C:9]2[C:4](=[CH:5][CH:6]=[CH:7][CH:8]=2)[C:3]2([CH2:13][CH2:12][CH2:11][CH2:10]2)[C:2]1=[O:14].C(N(CC)CC)C.C([O:26][C:27]([C:29]1([CH2:35][N:36]2[CH2:41][CH2:40][CH:39]([CH2:42][NH2:43])[CH2:38][CH2:37]2)[CH2:34][CH2:33][O:32][CH2:31][CH2:30]1)=[O:28])(C)(C)C.[C:44]([O-])(O)=[O:45].[Na+], predict the reaction product. (2) Given the reactants Cl[C:2]([C:4]1[CH:47]=[CH:46][C:7]([CH2:8][O:9][CH:10]2[CH:15]([C:16]3[CH:21]=[CH:20][C:19]([O:22][CH2:23][CH2:24][CH2:25][O:26][CH2:27][C:28]4[CH:33]=[CH:32][CH:31]=[CH:30][C:29]=4[O:34][CH3:35])=[CH:18][CH:17]=3)[CH2:14][CH2:13][N:12]([C:36]([O:38][CH2:39][C:40]3[CH:45]=[CH:44][CH:43]=[CH:42][CH:41]=3)=[O:37])[CH2:11]2)=[CH:6][C:5]=1[O:48][CH2:49][CH2:50][CH2:51][O:52][CH3:53])=[O:3].[NH3:54], predict the reaction product. The product is: [C:2]([C:4]1[CH:47]=[CH:46][C:7]([CH2:8][O:9][CH:10]2[CH:15]([C:16]3[CH:21]=[CH:20][C:19]([O:22][CH2:23][CH2:24][CH2:25][O:26][CH2:27][C:28]4[CH:33]=[CH:32][CH:31]=[CH:30][C:29]=4[O:34][CH3:35])=[CH:18][CH:17]=3)[CH2:14][CH2:13][N:12]([C:36]([O:38][CH2:39][C:40]3[CH:45]=[CH:44][CH:43]=[CH:42][CH:41]=3)=[O:37])[CH2:11]2)=[CH:6][C:5]=1[O:48][CH2:49][CH2:50][CH2:51][O:52][CH3:53])(=[O:3])[NH2:54]. (3) Given the reactants Br[C:2]([Cl:5])(Cl)[Cl:3].O=[C:7]1[CH:13]=[CH:12][C:11]2[CH:14]=[C:15]([C:18]([O:20][CH3:21])=[O:19])[CH:16]=[CH:17][C:10]=2[O:9][CH2:8]1.C1(P(C2C=CC=CC=2)C2C=CC=CC=2)C=CC=CC=1, predict the reaction product. The product is: [Cl:3][C:2]([Cl:5])=[C:7]1[CH:13]=[CH:12][C:11]2[CH:14]=[C:15]([C:18]([O:20][CH3:21])=[O:19])[CH:16]=[CH:17][C:10]=2[O:9][CH2:8]1. (4) Given the reactants [OH:1][C:2]1[CH:7]=[CH:6][C:5]([CH2:8][C:9]([O:16][C:17]2[CH:22]=[CH:21][C:20]([CH:23]([CH3:25])[CH3:24])=[CH:19][CH:18]=2)([CH3:15])[C:10]([O:12][CH2:13][CH3:14])=[O:11])=[CH:4][CH:3]=1.Br[CH2:27][CH2:28][O:29][CH:30]1[CH2:35][CH2:34][CH2:33][CH2:32][O:31]1.C(=O)([O-])[O-].[K+].[K+], predict the reaction product. The product is: [CH:23]([C:20]1[CH:19]=[CH:18][C:17]([O:16][C:9]([CH3:15])([CH2:8][C:5]2[CH:6]=[CH:7][C:2]([O:1][CH2:27][CH2:28][O:29][CH:30]3[CH2:35][CH2:34][CH2:33][CH2:32][O:31]3)=[CH:3][CH:4]=2)[C:10]([O:12][CH2:13][CH3:14])=[O:11])=[CH:22][CH:21]=1)([CH3:24])[CH3:25]. (5) Given the reactants [Cl:1][C:2]1[CH:3]=[C:4]([NH2:12])[C:5](=[CH:10][CH:11]=1)[C:6]([O:8]C)=O.CO[C:15](OC)([C:17]1[CH:22]=[CH:21][CH:20]=[CH:19][CH:18]=1)[CH3:16], predict the reaction product. The product is: [Cl:1][C:2]1[CH:3]=[C:4]2[C:5]([C:6]([OH:8])=[CH:16][C:15]([C:17]3[CH:22]=[CH:21][CH:20]=[CH:19][CH:18]=3)=[N:12]2)=[CH:10][CH:11]=1. (6) Given the reactants [C:1](=[O:4])([O-])[OH:2].[Na+].Cl.NO.[Cl:9][C:10]1[CH:15]=[CH:14][C:13]([C@@H:16]2[O:22][CH2:21][CH2:20][N:19]([C:23]([O:25][C:26]([CH3:29])([CH3:28])[CH3:27])=[O:24])[CH2:18][C@H:17]2[CH2:30][N:31]2[CH:36]=[CH:35][CH:34]=[C:33]([C:37]#[N:38])[C:32]2=[O:39])=[CH:12][C:11]=1[F:40].C1(C2CCCCCCCCCC=2)CCCCCCCCN[N:42]=1.C(N1C=CN=C1)(N1C=CN=C1)=O, predict the reaction product. The product is: [Cl:9][C:10]1[CH:15]=[CH:14][C:13]([C@@H:16]2[O:22][CH2:21][CH2:20][N:19]([C:23]([O:25][C:26]([CH3:27])([CH3:28])[CH3:29])=[O:24])[CH2:18][C@H:17]2[CH2:30][N:31]2[CH:36]=[CH:35][CH:34]=[C:33]([C:37]3[NH:42][C:1](=[O:4])[O:2][N:38]=3)[C:32]2=[O:39])=[CH:12][C:11]=1[F:40]. (7) Given the reactants NC1C=CC=CC=1.F[C:9]1[CH:14]=[CH:13][CH:12]=[CH:11][C:10]=1[N+:15]([O-:17])=[O:16], predict the reaction product. The product is: [N+:15]([C:10]1[CH:11]=[CH:12][CH:13]=[CH:14][CH:9]=1)([O-:17])=[O:16].